This data is from Peptide-MHC class I binding affinity with 185,985 pairs from IEDB/IMGT. The task is: Regression. Given a peptide amino acid sequence and an MHC pseudo amino acid sequence, predict their binding affinity value. This is MHC class I binding data. (1) The peptide sequence is AELGAFFSI. The MHC is HLA-B15:42 with pseudo-sequence HLA-B15:42. The binding affinity (normalized) is 0.213. (2) The peptide sequence is FQYEHEQTF. The MHC is HLA-B08:01 with pseudo-sequence HLA-B08:01. The binding affinity (normalized) is 0.0847. (3) The peptide sequence is GLTNGSHYV. The MHC is HLA-A02:01 with pseudo-sequence HLA-A02:01. The binding affinity (normalized) is 0.898. (4) The peptide sequence is RPAPATGAL. The binding affinity (normalized) is 0.390. The MHC is HLA-A69:01 with pseudo-sequence HLA-A69:01. (5) The peptide sequence is SWSTVSSGA. The MHC is Patr-A0901 with pseudo-sequence Patr-A0901. The binding affinity (normalized) is 0.477.